From a dataset of Forward reaction prediction with 1.9M reactions from USPTO patents (1976-2016). Predict the product of the given reaction. (1) Given the reactants [F:1][C:2]([CH:14]1[CH2:19][CH2:18][NH:17][CH2:16][CH2:15]1)([S:4]([C:7]1[CH:12]=[CH:11][CH:10]=[C:9]([F:13])[CH:8]=1)(=[O:6])=[O:5])[CH3:3].[N:20]1[CH:25]=[CH:24][C:23]([CH2:26][C:27]([O-])=[O:28])=[CH:22][N:21]=1.[Na+].C(N(CC)CC)C.CN(C(ON1N=NC2C=CC=NC1=2)=[N+](C)C)C.F[P-](F)(F)(F)(F)F, predict the reaction product. The product is: [F:1][C:2]([CH:14]1[CH2:19][CH2:18][N:17]([C:27](=[O:28])[CH2:26][C:23]2[CH:24]=[CH:25][N:20]=[N:21][CH:22]=2)[CH2:16][CH2:15]1)([S:4]([C:7]1[CH:12]=[CH:11][CH:10]=[C:9]([F:13])[CH:8]=1)(=[O:6])=[O:5])[CH3:3]. (2) Given the reactants [Cl:1][C:2]1[CH:10]=[CH:9][C:5]([C:6](Cl)=[O:7])=[CH:4][CH:3]=1.[Al+3].[Cl-].[Cl-].[Cl-].[CH3:15][S:16][C:17]1[C:22]2[CH:23]=[C:24]3[N:29]([C:21]=2[N:20]=[CH:19][CH:18]=1)[CH2:28][CH2:27][CH2:26][CH:25]3[CH2:30][C:31]([O:33][CH2:34][CH3:35])=[O:32], predict the reaction product. The product is: [Cl:1][C:2]1[CH:10]=[CH:9][C:5]([C:6]([C:23]2[C:22]3[C:17]([S:16][CH3:15])=[CH:18][CH:19]=[N:20][C:21]=3[N:29]3[C:24]=2[CH:25]([CH2:30][C:31]([O:33][CH2:34][CH3:35])=[O:32])[CH2:26][CH2:27][CH2:28]3)=[O:7])=[CH:4][CH:3]=1. (3) Given the reactants C(OC(=O)[NH:7][C@H:8]([C:11]1[CH:15]=[CH:14][S:13][CH:12]=1)[CH2:9][OH:10])(C)(C)C.C(O)(C(F)(F)F)=O, predict the reaction product. The product is: [NH2:7][C@H:8]([C:11]1[CH:15]=[CH:14][S:13][CH:12]=1)[CH2:9][OH:10].